From a dataset of Forward reaction prediction with 1.9M reactions from USPTO patents (1976-2016). Predict the product of the given reaction. (1) Given the reactants [O:1]([C:9]1[CH:10]=[C:11]2[C:15](=[CH:16][CH:17]=1)[NH:14][CH:13]=[CH:12]2)[Si:2]([C:5]([CH3:8])([CH3:7])[CH3:6])([CH3:4])[CH3:3].[C:18](O[C:18]([O:20][C:21]([CH3:24])([CH3:23])[CH3:22])=[O:19])([O:20][C:21]([CH3:24])([CH3:23])[CH3:22])=[O:19], predict the reaction product. The product is: [C:21]([O:20][C:18]([N:14]1[C:15]2[C:11](=[CH:10][C:9]([O:1][Si:2]([C:5]([CH3:8])([CH3:7])[CH3:6])([CH3:4])[CH3:3])=[CH:17][CH:16]=2)[CH:12]=[CH:13]1)=[O:19])([CH3:24])([CH3:23])[CH3:22]. (2) Given the reactants C([O:8][C:9]([CH:12]1[O:25][CH2:24][C:23]2[C:22]3[C:21]([CH3:26])=[CH:20][CH:19]=[CH:18][C:17]=3[C:16](=[O:27])[NH:15][C:14]=2[CH2:13]1)([CH3:11])[CH3:10])C1C=CC=CC=1.Cl.C(O)(=O)C, predict the reaction product. The product is: [OH:8][C:9]([CH:12]1[O:25][CH2:24][C:23]2[C:22]3[C:17](=[CH:18][CH:19]=[CH:20][C:21]=3[CH3:26])[C:16](=[O:27])[NH:15][C:14]=2[CH2:13]1)([CH3:11])[CH3:10]. (3) Given the reactants [CH:1]1([N:7]2[CH2:11][CH2:10][CH:9]([CH2:12][C:13]3[C:18]([Cl:19])=[CH:17][C:16]([C:20]4[C:25]([F:26])=[CH:24][C:23]([O:27]C)=[CH:22][C:21]=4[F:29])=[CH:15][C:14]=3[Cl:30])[C:8]2=[O:31])[CH2:6][CH2:5][CH2:4][CH2:3][CH2:2]1.B(Br)(Br)Br.C(=O)(O)[O-].[Na+], predict the reaction product. The product is: [CH:1]1([N:7]2[CH2:11][CH2:10][CH:9]([CH2:12][C:13]3[C:18]([Cl:19])=[CH:17][C:16]([C:20]4[C:25]([F:26])=[CH:24][C:23]([OH:27])=[CH:22][C:21]=4[F:29])=[CH:15][C:14]=3[Cl:30])[C:8]2=[O:31])[CH2:2][CH2:3][CH2:4][CH2:5][CH2:6]1. (4) Given the reactants [Cl:1][C:2]1[C:11]([F:12])=[CH:10][C:5]([C:6]([O:8][CH3:9])=[O:7])=[C:4](F)[CH:3]=1.[O-:14][CH2:15][CH3:16].[Na+].[CH3:18]N(C)C=O, predict the reaction product. The product is: [Cl:1][C:2]1[C:11]([F:12])=[CH:10][C:5]([C:6]([O:8][CH2:9][CH3:18])=[O:7])=[C:4]([O:14][CH2:15][CH3:16])[CH:3]=1.[Cl:1][C:2]1[C:11]([F:12])=[CH:10][C:5]([C:6]([O:8][CH3:9])=[O:7])=[C:4]([O:14][CH2:15][CH3:16])[CH:3]=1. (5) Given the reactants [C:1]([O:5][C:6]([N:8](C(OC(C)(C)C)=O)[C:9]1[N:14]=[CH:13][C:12]([C:15]2[N:23]=[C:22]3[C:18]([N:19]=[CH:20][N:21]3[CH2:24][C:25]([O-:27])=[O:26])=[C:17]([N:28]3[CH2:33][CH2:32][O:31][CH2:30][CH2:29]3)[N:16]=2)=[CH:11][N:10]=1)=[O:7])([CH3:4])([CH3:3])[CH3:2].[OH-].[Li+], predict the reaction product. The product is: [C:1]([O:5][C:6]([NH:8][C:9]1[N:10]=[CH:11][C:12]([C:15]2[N:23]=[C:22]3[C:18]([N:19]=[CH:20][N:21]3[CH2:24][C:25]([OH:27])=[O:26])=[C:17]([N:28]3[CH2:33][CH2:32][O:31][CH2:30][CH2:29]3)[N:16]=2)=[CH:13][N:14]=1)=[O:7])([CH3:4])([CH3:2])[CH3:3]. (6) Given the reactants [Cl:1][C:2]1[C:3]([NH:25][C:26]2[CH:30]=[C:29]([CH3:31])[NH:28][N:27]=2)=[N:4][C:5]([NH:8][C:9]2[C:18]3[C:13](=[CH:14][CH:15]=[CH:16][CH:17]=3)[C:12]([CH:19]3[CH2:24][CH2:23][NH:22][CH2:21][CH2:20]3)=[CH:11][CH:10]=2)=[N:6][CH:7]=1.[F:32][C:33]([F:38])([F:37])[CH:34]1[CH2:36][O:35]1, predict the reaction product. The product is: [Cl:1][C:2]1[C:3]([NH:25][C:26]2[CH:30]=[C:29]([CH3:31])[NH:28][N:27]=2)=[N:4][C:5]([NH:8][C:9]2[C:18]3[C:13](=[CH:14][CH:15]=[CH:16][CH:17]=3)[C:12]([CH:19]3[CH2:24][CH2:23][N:22]([CH2:36][CH:34]([OH:35])[C:33]([F:38])([F:37])[F:32])[CH2:21][CH2:20]3)=[CH:11][CH:10]=2)=[N:6][CH:7]=1. (7) Given the reactants [C:1]([NH:4][CH2:5][CH2:6][C:7]1[CH:8]=[CH:9][CH:10]=[C:11]2[C:16]=1[CH:15]=[C:14]([O:17][CH2:18][CH2:19][CH2:20][C:21](OCC)=[O:22])[CH:13]=[CH:12]2)(=[O:3])[CH3:2].[H-].[Al+3].[Li+].[H-].[H-].[H-], predict the reaction product. The product is: [OH:22][CH2:21][CH2:20][CH2:19][CH2:18][O:17][C:14]1[CH:15]=[C:16]2[C:11]([CH:10]=[CH:9][CH:8]=[C:7]2[CH2:6][CH2:5][NH:4][C:1](=[O:3])[CH3:2])=[CH:12][CH:13]=1.